Dataset: Catalyst prediction with 721,799 reactions and 888 catalyst types from USPTO. Task: Predict which catalyst facilitates the given reaction. (1) Reactant: CS(O[CH2:6][CH2:7][CH2:8][C:9]([F:15])([F:14])[C:10]([F:13])([F:12])[F:11])(=O)=O.[I-:16].[Na+]. Product: [I:16][CH2:6][CH2:7][CH2:8][C:9]([F:15])([F:14])[C:10]([F:13])([F:12])[F:11]. The catalyst class is: 21. (2) Reactant: [N-:1]=[N+:2]=[N-:3].[Na+].Br[CH2:6][CH2:7][CH2:8][CH2:9][C:10]([O:12][CH3:13])=[O:11].O. Product: [CH3:13][O:12][C:10](=[O:11])[CH2:9][CH2:8][CH2:7][CH2:6][N:1]=[N+:2]=[N-:3]. The catalyst class is: 16. (3) Reactant: C(OC(=O)[NH:6][C@@H:7]([CH:64]([CH3:66])[CH3:65])[C:8]([NH:10][C@@H:11]([CH3:63])[C:12]([NH:14][C:15]1[CH:20]=[CH:19][C:18]([C:21]2[CH2:22][CH:23]3[CH:29]=[N:28][C:27]4[CH:30]=[C:31]([O:36][CH2:37][CH2:38][CH2:39][O:40][C:41]5[C:42]([O:59][CH3:60])=[CH:43][C:44]6[C:50](=[O:51])[N:49]7[CH:52]=[C:53]([CH:55]8[CH2:57][CH2:56]8)[CH2:54][CH:48]7[CH:47]=[N:46][C:45]=6[CH:58]=5)[C:32]([O:34][CH3:35])=[CH:33][C:26]=4[C:25](=[O:61])[N:24]3[CH:62]=2)=[CH:17][CH:16]=1)=[O:13])=[O:9])C=C.N1CCCC1. Product: [NH2:6][C@@H:7]([CH:64]([CH3:66])[CH3:65])[C:8]([NH:10][C@@H:11]([CH3:63])[C:12]([NH:14][C:15]1[CH:16]=[CH:17][C:18]([C:21]2[CH2:22][CH:23]3[CH:29]=[N:28][C:27]4[CH:30]=[C:31]([O:36][CH2:37][CH2:38][CH2:39][O:40][C:41]5[C:42]([O:59][CH3:60])=[CH:43][C:44]6[C:50](=[O:51])[N:49]7[CH:52]=[C:53]([CH:55]8[CH2:57][CH2:56]8)[CH2:54][CH:48]7[CH:47]=[N:46][C:45]=6[CH:58]=5)[C:32]([O:34][CH3:35])=[CH:33][C:26]=4[C:25](=[O:61])[N:24]3[CH:62]=2)=[CH:19][CH:20]=1)=[O:13])=[O:9]. The catalyst class is: 532. (4) Reactant: [CH:1]1([C:4]2([OH:18])[CH2:9][CH2:8][N:7](C(OC(C)(C)C)=O)[CH2:6][CH:5]2[F:17])[CH2:3][CH2:2]1.[F:19][C:20]([F:25])([F:24])[C:21]([OH:23])=[O:22]. Product: [F:19][C:20]([F:25])([F:24])[C:21]([OH:23])=[O:22].[CH:1]1([C:4]2([OH:18])[CH2:9][CH2:8][NH:7][CH2:6][CH:5]2[F:17])[CH2:3][CH2:2]1. The catalyst class is: 4. (5) Reactant: [CH3:1][O:2][CH2:3][O:4][C:5]1[CH:10]=[C:9]([O:11][CH3:12])[CH:8]=[CH:7][C:6]=1[NH:13][C:14](=[NH:19])[CH2:15][CH2:16][CH2:17][CH3:18].[CH2:20](N(CC)CC)C.[C:27]([OH:30])(=O)[CH3:28]. Product: [CH2:15]([C:14]1[N:13]([C:6]2[CH:7]=[CH:8][C:9]([O:11][CH3:12])=[CH:10][C:5]=2[O:4][CH2:3][O:2][CH3:1])[C:28]([CH:27]=[O:30])=[CH:20][N:19]=1)[CH2:16][CH2:17][CH3:18]. The catalyst class is: 32. (6) Reactant: CC([O-])(C)C.[K+].[Br:7][C:8]1[CH:9]=[CH:10][C:11]([F:26])=[C:12]([C:14]([NH:21][C:22](=[O:25])[CH2:23]Cl)([C:16]([F:20])([F:19])[CH2:17][OH:18])[CH3:15])[CH:13]=1. Product: [Br:7][C:8]1[CH:9]=[CH:10][C:11]([F:26])=[C:12]([C:14]2([CH3:15])[C:16]([F:20])([F:19])[CH2:17][O:18][CH2:23][C:22](=[O:25])[NH:21]2)[CH:13]=1. The catalyst class is: 218.